From a dataset of Reaction yield outcomes from USPTO patents with 853,638 reactions. Predict the reaction yield, written as a fraction of the theoretical maximum amount of product (1.0 means a 100% yield; for example, 0.34 means a 34% yield). (1) The reactants are [Cl:1][C:2]1[CH:3]=[CH:4][C:5]([O:26][CH2:27][CH:28]([CH3:30])[CH3:29])=[C:6]([CH2:8][N:9]2[C:13]([CH3:14])=[CH:12][C:11]([C:15]([NH:17][C:18]3[CH:23]=[CH:22][C:21]([CH:24]=O)=[CH:20][CH:19]=3)=[O:16])=[N:10]2)[CH:7]=1.[NH:31]1[CH2:36][CH2:35][O:34][CH2:33][CH2:32]1.C(O[BH-](OC(=O)C)OC(=O)C)(=O)C.[Na+].C(O)(=O)C. The catalyst is O1CCCC1.[Cl-].[Na+].O.C(OCC)(=O)C. The product is [ClH:1].[Cl:1][C:2]1[CH:3]=[CH:4][C:5]([O:26][CH2:27][CH:28]([CH3:30])[CH3:29])=[C:6]([CH2:8][N:9]2[C:13]([CH3:14])=[CH:12][C:11]([C:15]([NH:17][C:18]3[CH:19]=[CH:20][C:21]([CH2:24][N:31]4[CH2:36][CH2:35][O:34][CH2:33][CH2:32]4)=[CH:22][CH:23]=3)=[O:16])=[N:10]2)[CH:7]=1. The yield is 0.560. (2) The reactants are [CH3:1][C:2]1[C:11]([N+:12]([O-:14])=[O:13])=[CH:10][CH:9]=[CH:8][C:3]=1[C:4]([O:6][CH3:7])=[O:5].[Br:15]N1C(=O)CCC1=O. The catalyst is C(Cl)(Cl)(Cl)Cl. The product is [Br:15][CH2:1][C:2]1[C:11]([N+:12]([O-:14])=[O:13])=[CH:10][CH:9]=[CH:8][C:3]=1[C:4]([O:6][CH3:7])=[O:5]. The yield is 0.930. (3) The reactants are C(OC(=O)[NH:7][CH:8]1[CH2:13][CH2:12][C:11]([F:15])([F:14])[CH2:10][CH2:9]1)(C)(C)C. The catalyst is Cl. The product is [F:14][C:11]1([F:15])[CH2:12][CH2:13][CH:8]([NH2:7])[CH2:9][CH2:10]1. The yield is 0.670. (4) The reactants are Br[CH2:2][CH2:3][C:4]1[CH:9]=[CH:8][CH:7]=[CH:6][CH:5]=1.[NH:10]1[CH2:15][CH2:14][NH:13][CH2:12][C:11]1=[O:16].C([O-])([O-])=O.[K+].[K+]. The catalyst is CS(C)=O. The product is [CH2:2]([N:13]1[CH2:14][CH2:15][NH:10][C:11](=[O:16])[CH2:12]1)[CH2:3][C:4]1[CH:9]=[CH:8][CH:7]=[CH:6][CH:5]=1. The yield is 0.740.